From a dataset of Reaction yield outcomes from USPTO patents with 853,638 reactions. Predict the reaction yield, written as a fraction of the theoretical maximum amount of product (1.0 means a 100% yield; for example, 0.34 means a 34% yield). (1) The reactants are Br[CH2:2][C:3]1[CH:8]=[CH:7][CH:6]=[C:5]([F:9])[CH:4]=1.[SH:10][CH2:11][CH2:12][OH:13].C([O-])([O-])=O.[K+].[K+]. The catalyst is CC(C)=O. The product is [F:9][C:5]1[CH:4]=[C:3]([CH:8]=[CH:7][CH:6]=1)[CH2:2][S:10][CH2:11][CH2:12][OH:13]. The yield is 0.960. (2) The reactants are CS[C:3]1[C:4]2[CH:12]=[N:11][CH:10]=[CH:9][C:5]=2[N:6]=[CH:7][N:8]=1.[NH2:13][C:14]1[CH:19]=[CH:18][CH:17]=[CH:16][CH:15]=1. The catalyst is CCO. The product is [NH:13]([C:3]1[C:4]2[CH:12]=[N:11][CH:10]=[CH:9][C:5]=2[N:6]=[CH:7][N:8]=1)[C:14]1[CH:19]=[CH:18][CH:17]=[CH:16][CH:15]=1. The yield is 0.160. (3) The reactants are C(N(C(C)C)CC)(C)C.O[C@@H:11]1[CH2:15][CH2:14][O:13][C:12]1=[O:16].FC(F)(F)S(OS(C(F)(F)F)(=O)=O)(=O)=O.[Cl:32][C:33]1[CH:41]=[CH:40][CH:39]=[C:38]2[C:34]=1[CH2:35][CH2:36][NH:37]2. The catalyst is ClCCl.C(OC(=O)C)C. The product is [Cl:32][C:33]1[CH:41]=[CH:40][CH:39]=[C:38]2[C:34]=1[CH2:35][CH2:36][N:37]2[C@H:11]1[CH2:15][CH2:14][O:13][C:12]1=[O:16]. The yield is 0.800. (4) The reactants are [Cl:1][C:2]1[CH:7]=[CH:6][N:5]2[N:8]=[CH:9][CH:10]=[C:4]2[N:3]=1.O=P(Cl)(Cl)Cl.CN([CH:19]=[O:20])C. No catalyst specified. The product is [Cl:1][C:2]1[CH:7]=[CH:6][N:5]2[N:8]=[CH:9][C:10]([CH:19]=[O:20])=[C:4]2[N:3]=1. The yield is 0.900. (5) The yield is 0.945. The product is [CH3:11][N:12]1[CH2:17][CH2:16][N:15]([C:7]2[CH:8]=[CH:9][C:4]([C:2](=[O:3])[CH3:1])=[CH:5][CH:6]=2)[CH2:14][CH2:13]1. The reactants are [CH3:1][C:2]([C:4]1[CH:9]=[CH:8][C:7](F)=[CH:6][CH:5]=1)=[O:3].[CH3:11][N:12]1[CH2:17][CH2:16][NH:15][CH2:14][CH2:13]1. No catalyst specified. (6) The reactants are Cl[C:2]1[CH:7]=[CH:6][C:5]([N+:8]([O-:10])=[O:9])=[CH:4][CH:3]=1.C(=O)([O-])[O-].[K+].[K+].[N:17]1[CH:22]=[CH:21][CH:20]=[CH:19][C:18]=1[N:23]1[CH2:28][CH2:27][NH:26][CH2:25][CH2:24]1. The catalyst is COCCOCCOC. The product is [N+:8]([C:5]1[CH:6]=[CH:7][C:2]([N:26]2[CH2:27][CH2:28][N:23]([C:18]3[CH:19]=[CH:20][CH:21]=[CH:22][N:17]=3)[CH2:24][CH2:25]2)=[CH:3][CH:4]=1)([O-:10])=[O:9]. The yield is 0.770.